Dataset: Merck oncology drug combination screen with 23,052 pairs across 39 cell lines. Task: Regression. Given two drug SMILES strings and cell line genomic features, predict the synergy score measuring deviation from expected non-interaction effect. Drug 1: CCC1(O)CC2CN(CCc3c([nH]c4ccccc34)C(C(=O)OC)(c3cc4c(cc3OC)N(C)C3C(O)(C(=O)OC)C(OC(C)=O)C5(CC)C=CCN6CCC43C65)C2)C1. Drug 2: CCN(CC)CCNC(=O)c1c(C)[nH]c(C=C2C(=O)Nc3ccc(F)cc32)c1C. Cell line: A2780. Synergy scores: synergy=-3.70.